Predict which catalyst facilitates the given reaction. From a dataset of Catalyst prediction with 721,799 reactions and 888 catalyst types from USPTO. (1) The catalyst class is: 39. Reactant: [S:1]1[CH:5]=[CH:4][C:3]([C:6]2[O:7][C:8]3[C:9](=[C:11]([C:15]([OH:17])=O)[CH:12]=[CH:13][CH:14]=3)[N:10]=2)=[CH:2]1.Cl.Cl.[NH2:20][CH:21]1[CH2:28][CH:27]2[N:29]([CH3:30])[CH:23]([CH2:24][CH2:25][CH2:26]2)[CH2:22]1.Cl.C(N=C=NCCCN(C)C)C.ON1C2C=CC=CC=2N=N1.CCN(C(C)C)C(C)C. Product: [CH3:30][N:29]1[CH:23]2[CH2:24][CH2:25][CH2:26][CH:27]1[CH2:28][CH:21]([NH:20][C:15]([C:11]1[CH:12]=[CH:13][CH:14]=[C:8]3[O:7][C:6]([C:3]4[CH:4]=[CH:5][S:1][CH:2]=4)=[N:10][C:9]=13)=[O:17])[CH2:22]2. (2) Reactant: [N:1]([CH:4]([CH3:28])[CH2:5][O:6][CH:7]1[CH2:27][C:11]2[N:12]=[C:13]([C:15]3[CH:20]=[CH:19][C:18]([O:21][CH2:22][CH:23]4[CH2:25][CH2:24]4)=[C:17]([F:26])[CH:16]=3)[O:14][C:10]=2[CH2:9][CH2:8]1)=[N+]=[N-].C1C[O:32][CH2:31][CH2:30]1. Product: [CH:23]1([CH2:22][O:21][C:18]2[CH:19]=[CH:20][C:15]([C:13]3[O:14][C:10]4[CH2:9][CH2:8][CH:7]([O:6][CH2:5][CH:4]([NH:1][C:31](=[O:32])[CH3:30])[CH3:28])[CH2:27][C:11]=4[N:12]=3)=[CH:16][C:17]=2[F:26])[CH2:25][CH2:24]1. The catalyst class is: 719. (3) Product: [CH3:3][O:2][N:4]=[C:12]([C:13]1[CH:14]=[CH:15][CH:16]=[CH:17][CH:18]=1)[C:20]1[CH:21]=[CH:22][C:23]2[O:28][CH2:27][C:26](=[O:29])[NH:25][C:24]=2[CH:30]=1. The catalyst class is: 5. Reactant: Cl.[O:2]([NH2:4])[CH3:3].N1C=CC=CC=1.Cl.[C:12]([C:20]1[CH:21]=[CH:22][C:23]2[O:28][CH2:27][C:26](=[O:29])[NH:25][C:24]=2[CH:30]=1)(=O)[C:13]1[CH:18]=[CH:17][CH:16]=[CH:15][CH:14]=1. (4) Reactant: [CH2:1]([N:8]1[C:16](=[O:17])[C:15]2[C:10](=[CH:11][CH:12]=[CH:13][CH:14]=2)[C:9]1=[O:18])[C:2]1[CH:7]=[CH:6][CH:5]=[CH:4][CH:3]=1.[S:19]([Cl:23])(=O)(=[O:21])[OH:20]. Product: [O:18]=[C:9]1[C:10]2[C:15](=[CH:14][CH:13]=[CH:12][CH:11]=2)[C:16](=[O:17])[N:8]1[CH2:1][C:2]1[CH:3]=[CH:4][C:5]([S:19]([Cl:23])(=[O:21])=[O:20])=[CH:6][CH:7]=1. The catalyst class is: 22. (5) Reactant: C(O[C:6]([N:8](C)[C@H:9]([CH2:16][O:17][Si:18]([C:21]([CH3:24])([CH3:23])[CH3:22])([CH3:20])[CH3:19])[CH2:10][CH2:11][C:12](OC)=[O:13])=O)(C)(C)C.N1C(C)=CC=CC=1C.[Si](OS(C(F)(F)F)(=O)=O)(C)(C)C. Product: [Si:18]([O:17][CH2:16][C@@H:9]([NH:8][CH3:6])[CH2:10][CH2:11][CH2:12][OH:13])([C:21]([CH3:24])([CH3:23])[CH3:22])([CH3:20])[CH3:19]. The catalyst class is: 2. (6) Reactant: C(O)(=O)C.[CH2:5]([O:12][C:13](=[O:38])[NH:14][C@H:15]1[CH2:20][CH2:19][C@H:18]([C:21]2(O)[NH:34][C:33]3[C:32]4[C:27](=[CH:28][CH:29]=[C:30]([O:35][CH3:36])[N:31]=4)[N:26]=[CH:25][C:24]=3[O:23][CH2:22]2)[CH2:17][CH2:16]1)[C:6]1[CH:11]=[CH:10][CH:9]=[CH:8][CH:7]=1.C([BH3-])#N.[Na+]. Product: [CH2:5]([O:12][C:13](=[O:38])[NH:14][C@H:15]1[CH2:20][CH2:19][C@H:18]([CH:21]2[NH:34][C:33]3[C:32]4[C:27](=[CH:28][CH:29]=[C:30]([O:35][CH3:36])[N:31]=4)[N:26]=[CH:25][C:24]=3[O:23][CH2:22]2)[CH2:17][CH2:16]1)[C:6]1[CH:7]=[CH:8][CH:9]=[CH:10][CH:11]=1. The catalyst class is: 98. (7) Reactant: FC(F)(F)C(O)=O.[Cl:8][C:9]1[C:10]([F:38])=[C:11]([CH:15]2[C:19]([C:22]3[CH:27]=[CH:26][C:25]([Cl:28])=[CH:24][C:23]=3[F:29])([C:20]#[N:21])[CH:18]([CH2:30][C:31]([CH3:34])([CH3:33])[CH3:32])[NH:17][CH:16]2[C:35](O)=[O:36])[CH:12]=[CH:13][CH:14]=1.CC1(C)[O:44][C@@H:43]([CH2:45][CH2:46][NH2:47])[C:42]([CH3:49])([CH3:48])[O:41]1.CN(C(ON1N=NC2C=CC=NC1=2)=[N+](C)C)C.F[P-](F)(F)(F)(F)F.CCN(C(C)C)C(C)C.Cl. Product: [OH:44][C@H:43]([C:42]([OH:41])([CH3:49])[CH3:48])[CH2:45][CH2:46][NH:47][C:35]([CH:16]1[CH:15]([C:11]2[CH:12]=[CH:13][CH:14]=[C:9]([Cl:8])[C:10]=2[F:38])[C:19]([C:22]2[CH:27]=[CH:26][C:25]([Cl:28])=[CH:24][C:23]=2[F:29])([C:20]#[N:21])[CH:18]([CH2:30][C:31]([CH3:33])([CH3:34])[CH3:32])[NH:17]1)=[O:36]. The catalyst class is: 539. (8) Reactant: Cl.[NH2:2][C:3]1[CH:8]=[CH:7][C:6]([NH:9][C:10]2[C:19]3[C:14](=[CH:15][CH:16]=[CH:17][CH:18]=3)[N:13]=[C:12]3[N:20]([CH3:24])[N:21]=[C:22]([CH3:23])[C:11]=23)=[CH:5][CH:4]=1.CO.N([O-])=O.[Na+].[N-:31]=[N+:32]=[N-].[Na+]. Product: [N:2]([C:3]1[CH:4]=[CH:5][C:6]([NH:9][C:10]2[C:19]3[C:14](=[CH:15][CH:16]=[CH:17][CH:18]=3)[N:13]=[C:12]3[N:20]([CH3:24])[N:21]=[C:22]([CH3:23])[C:11]=23)=[CH:7][CH:8]=1)=[N+:31]=[N-:32]. The catalyst class is: 126. (9) Reactant: [C:1]([O:5][C:6]([NH:8][CH:9]([CH2:26][C:27]1[S:28][CH:29]=[CH:30][C:31]=1[F:32])[C:10]([NH:12][C@:13]1([C:22]([O:24]C)=[O:23])[CH2:15][C@@H:14]1[C:16]1[CH:21]=[CH:20][CH:19]=[CH:18][CH:17]=1)=[O:11])=[O:7])([CH3:4])([CH3:3])[CH3:2].[Li+].[OH-].Cl. Product: [C:1]([O:5][C:6]([NH:8][CH:9]([CH2:26][C:27]1[S:28][CH:29]=[CH:30][C:31]=1[F:32])[C:10]([NH:12][C@:13]1([C:22]([OH:24])=[O:23])[CH2:15][C@@H:14]1[C:16]1[CH:17]=[CH:18][CH:19]=[CH:20][CH:21]=1)=[O:11])=[O:7])([CH3:4])([CH3:2])[CH3:3]. The catalyst class is: 12. (10) Reactant: [C:1]1([S:7]([N:10]2[C:18]3[C:13](=[CH:14][CH:15]=[C:16]([F:19])[CH:17]=3)[C:12]([C:20]3[CH:29]=[CH:28][C:23]4[N:24]=[C:25]([NH2:27])[O:26][C:22]=4[CH:21]=3)=[CH:11]2)(=[O:9])=[O:8])[CH:6]=[CH:5][CH:4]=[CH:3][CH:2]=1.[CH3:30][S:31](Cl)(=[O:33])=[O:32]. Product: [F:19][C:16]1[CH:17]=[C:18]2[C:13]([C:12]([C:20]3[CH:29]=[CH:28][C:23]4[N:24]=[C:25]([NH:27][S:31]([CH3:30])(=[O:33])=[O:32])[O:26][C:22]=4[CH:21]=3)=[CH:11][N:10]2[S:7]([C:1]2[CH:2]=[CH:3][CH:4]=[CH:5][CH:6]=2)(=[O:9])=[O:8])=[CH:14][CH:15]=1. The catalyst class is: 17.